Dataset: Full USPTO retrosynthesis dataset with 1.9M reactions from patents (1976-2016). Task: Predict the reactants needed to synthesize the given product. Given the product [N+:8]([C:4]1[CH:3]=[C:2]([N:11]2[CH2:16][CH2:15][O:14][CH2:13][CH2:12]2)[CH:7]=[CH:6][CH:5]=1)([O-:10])=[O:9], predict the reactants needed to synthesize it. The reactants are: F[C:2]1[CH:7]=[CH:6][CH:5]=[C:4]([N+:8]([O-:10])=[O:9])[CH:3]=1.[NH:11]1[CH2:16][CH2:15][O:14][CH2:13][CH2:12]1.